From a dataset of Full USPTO retrosynthesis dataset with 1.9M reactions from patents (1976-2016). Predict the reactants needed to synthesize the given product. (1) Given the product [NH2:20][C:19]1[C:18]2[CH:17]=[C:16]([CH2:21][C:22]3[CH:27]=[N:26][CH:25]=[CH:24][N:23]=3)[S:15][C:14]=2[N:13]=[C:28]([C:30]2[CH:31]=[C:32]([CH:33]=[CH:34][CH:35]=2)[C:36]#[N:37])[N:29]=1, predict the reactants needed to synthesize it. The reactants are: CC([O-])(C)C.[K+].O1CCOCC1.[NH2:13][C:14]1[S:15][C:16]([CH2:21][C:22]2[CH:27]=[N:26][CH:25]=[CH:24][N:23]=2)=[CH:17][C:18]=1[C:19]#[N:20].[C:28]([C:30]1[CH:35]=[CH:34][CH:33]=[C:32]([C:36]#[N:37])[CH:31]=1)#[N:29]. (2) Given the product [Br:1][C:2]1[CH:3]=[C:4]([CH:9]2[N:29]([C:23]3[CH:24]=[CH:25][C:26]([F:28])=[CH:27][C:22]=3[F:21])[N:30]=[C:11]([C:12]([F:18])([F:17])[C:13]([F:16])([F:15])[F:14])[CH2:10]2)[CH:5]=[CH:6][C:7]=1[F:8], predict the reactants needed to synthesize it. The reactants are: [Br:1][C:2]1[CH:3]=[C:4]([CH:9]=[CH:10][C:11](=O)[C:12]([F:18])([F:17])[C:13]([F:16])([F:15])[F:14])[CH:5]=[CH:6][C:7]=1[F:8].Cl.[F:21][C:22]1[CH:27]=[C:26]([F:28])[CH:25]=[CH:24][C:23]=1[NH:29][NH2:30].